This data is from Full USPTO retrosynthesis dataset with 1.9M reactions from patents (1976-2016). The task is: Predict the reactants needed to synthesize the given product. (1) Given the product [OH:4][C:5]1([CH3:1])[CH2:9][N:8]([C:10]([O:12][C:13]([CH3:16])([CH3:14])[CH3:15])=[O:11])[C@H:7]([C:17](=[O:36])[NH:18][CH2:19][C:20]2[CH:25]=[C:24]([C:26]3[CH:27]=[N:28][C:29]([C:32]([F:35])([F:34])[F:33])=[CH:30][CH:31]=3)[N:23]=[CH:22][N:21]=2)[CH2:6]1, predict the reactants needed to synthesize it. The reactants are: [CH3:1][Mg+].[Br-].[O:4]=[C:5]1[CH2:9][N:8]([C:10]([O:12][C:13]([CH3:16])([CH3:15])[CH3:14])=[O:11])[C@H:7]([C:17](=[O:36])[NH:18][CH2:19][C:20]2[CH:25]=[C:24]([C:26]3[CH:27]=[N:28][C:29]([C:32]([F:35])([F:34])[F:33])=[CH:30][CH:31]=3)[N:23]=[CH:22][N:21]=2)[CH2:6]1. (2) Given the product [OH:31][CH:30]([C:29]1[CH:32]=[CH:33][CH:34]=[CH:35][C:28]=1[CH3:27])[CH2:18][S:15]([C:12]1[CH:11]=[CH:10][C:9]([OH:8])=[CH:14][CH:13]=1)(=[O:16])=[O:17], predict the reactants needed to synthesize it. The reactants are: C([Si]([O:8][C:9]1[CH:14]=[CH:13][C:12]([S:15]([CH3:18])(=[O:17])=[O:16])=[CH:11][CH:10]=1)(C)C)(C)(C)C.C([N-]C(C)C)(C)C.[Li+].[CH3:27][C:28]1[CH:35]=[CH:34][CH:33]=[CH:32][C:29]=1[CH:30]=[O:31].C(O)C. (3) Given the product [C:17]([C:14]1[CH:15]=[CH:16][C:11]([C:8]2[O:9][C:10]([C:26]([OH:22])=[O:20])=[CH:6][N:7]=2)=[CH:12][C:13]=1[F:19])#[N:18], predict the reactants needed to synthesize it. The reactants are: C(OC([C:6]1[N:7]=[C:8]([C:11]2[CH:16]=[CH:15][C:14]([C:17]#[N:18])=[C:13]([F:19])[CH:12]=2)[O:9][CH:10]=1)=O)C.[OH-:20].[Na+].[O:22]1[CH2:26]CCC1. (4) The reactants are: Br[C:2]1[CH:3]=[CH:4][C:5]([O:8][C:9]2[CH:14]=[CH:13][C:12]([CH2:15][CH2:16][C:17]([O:19][CH2:20][CH3:21])=[O:18])=[CH:11][C:10]=2[O:22][CH3:23])=[N:6][CH:7]=1.[F:24][C:25]([F:35])([F:34])[C:26]1[CH:33]=[CH:32][C:29]([CH:30]=[CH2:31])=[CH:28][CH:27]=1.Cl.CN(C)CC(O)=O.C([O-])(=O)C.[Na+]. Given the product [CH3:23][O:22][C:10]1[CH:11]=[C:12]([CH2:15][CH2:16][C:17]([O:19][CH2:20][CH3:21])=[O:18])[CH:13]=[CH:14][C:9]=1[O:8][C:5]1[CH:4]=[CH:3][C:2](/[CH:31]=[CH:30]/[C:29]2[CH:28]=[CH:27][C:26]([C:25]([F:24])([F:34])[F:35])=[CH:33][CH:32]=2)=[CH:7][N:6]=1, predict the reactants needed to synthesize it. (5) Given the product [C:1]([O:5][C:6]([N:8]1[CH2:13][CH2:12][CH:11]([CH2:14][N:15]([CH:16]2[CH2:25][CH2:24][C:23]3[C:18](=[CH:19][C:20]([NH2:26])=[CH:21][CH:22]=3)[CH2:17]2)[CH2:29][CH3:30])[CH2:10][CH2:9]1)=[O:7])([CH3:2])([CH3:3])[CH3:4], predict the reactants needed to synthesize it. The reactants are: [C:1]([O:5][C:6]([N:8]1[CH2:13][CH2:12][CH:11]([CH2:14][N:15]([CH2:29][CH3:30])[CH:16]2[CH2:25][CH2:24][C:23]3[C:18](=[CH:19][C:20]([N+:26]([O-])=O)=[CH:21][CH:22]=3)[CH2:17]2)[CH2:10][CH2:9]1)=[O:7])([CH3:4])([CH3:3])[CH3:2].[H][H]. (6) Given the product [Cl:1][C:2]1[CH:3]=[CH:4][C:5]([CH2:8][OH:9])=[N:6][CH:7]=1, predict the reactants needed to synthesize it. The reactants are: [Cl:1][C:2]1[CH:3]=[CH:4][C:5]([C:8](OC)=[O:9])=[N:6][CH:7]=1.[BH4-].[Na+].O.CCOC(C)=O.